This data is from Reaction yield outcomes from USPTO patents with 853,638 reactions. The task is: Predict the reaction yield, written as a fraction of the theoretical maximum amount of product (1.0 means a 100% yield; for example, 0.34 means a 34% yield). (1) The reactants are [NH2:1][C:2]1[C:10]([O:11][CH2:12][C:13]2[CH:18]=[CH:17][CH:16]=[CH:15][CH:14]=2)=[CH:9][CH:8]=[C:7]([O:19][CH3:20])[C:3]=1[C:4]([NH2:6])=[O:5].[CH:21]([N:24]1[CH2:29][CH2:28][N:27]([C:30]2[CH:31]=[C:32]([CH:35]=[CH:36][CH:37]=2)[CH:33]=O)[CH2:26][CH2:25]1)([CH3:23])[CH3:22].CC1C=CC(S(O)(=O)=O)=CC=1.OS([O-])=O.[Na+]. The catalyst is CN(C)C(=O)C. The product is [CH2:12]([O:11][C:10]1[CH:9]=[CH:8][C:7]([O:19][CH3:20])=[C:3]2[C:2]=1[N:1]=[C:33]([C:32]1[CH:35]=[CH:36][CH:37]=[C:30]([N:27]3[CH2:26][CH2:25][N:24]([CH:21]([CH3:23])[CH3:22])[CH2:29][CH2:28]3)[CH:31]=1)[NH:6][C:4]2=[O:5])[C:13]1[CH:14]=[CH:15][CH:16]=[CH:17][CH:18]=1. The yield is 0.220. (2) The reactants are [CH3:1][C:2]1[CH:3]=[CH:4][C:5]([N+:18]([O-:20])=[O:19])=[C:6]([C:8]2[O:12][N:11]=[C:10]([C:13](OCC)=[O:14])[N:9]=2)[CH:7]=1.[BH4-].[Li+]. The catalyst is C(O)C. The product is [CH3:1][C:2]1[CH:3]=[CH:4][C:5]([N+:18]([O-:20])=[O:19])=[C:6]([C:8]2[O:12][N:11]=[C:10]([CH2:13][OH:14])[N:9]=2)[CH:7]=1. The yield is 0.690. (3) The reactants are [P:1]([O:13][CH2:14][CH2:15][NH:16][CH2:17]C)([O:8][C:9]([CH3:12])([CH3:11])[CH3:10])([O:3][C:4]([CH3:7])([CH3:6])[CH3:5])=[O:2].C(OP(OCCN(C)C(=O)OCC1C=CC=CC=1)(OC(C)(C)C)=O)(C)(C)C. No catalyst specified. The product is [P:1]([O:13][CH2:14][CH2:15][NH:16][CH3:17])([O:3][C:4]([CH3:5])([CH3:6])[CH3:7])([O:8][C:9]([CH3:10])([CH3:11])[CH3:12])=[O:2]. The yield is 0.950. (4) The reactants are [C:1]([OH:7])(=[O:6])[CH2:2][C:3]([OH:5])=[O:4].[Cl:8][C:9]1[CH:14]=[C:13]([Cl:15])[CH:12]=[C:11]([Cl:16])[C:10]=1O.P(Cl)(Cl)(Cl)=O. No catalyst specified. The product is [Cl:8][C:9]1[CH:14]=[C:13]([Cl:15])[CH:12]=[C:11]([Cl:16])[C:10]=1[O:4][C:3](=[O:5])[CH2:2][C:1]([O:7][C:10]1[C:9]([Cl:8])=[CH:14][C:13]([Cl:15])=[CH:12][C:11]=1[Cl:16])=[O:6]. The yield is 0.950.